This data is from Forward reaction prediction with 1.9M reactions from USPTO patents (1976-2016). The task is: Predict the product of the given reaction. (1) Given the reactants [C:1]([N:4]1[C:13]2[C:8](=[CH:9][C:10]([C:14]3[CH:22]=[CH:21][C:17]([C:18]([OH:20])=[O:19])=[CH:16][CH:15]=3)=[CH:11][CH:12]=2)[C@H:7]([NH:23][C:24]2[CH:29]=[CH:28][C:27]([Cl:30])=[CH:26][CH:25]=2)[CH2:6][C@@H:5]1[CH3:31])(=[O:3])[CH3:2].[CH3:32][N:33]([CH3:38])[CH2:34][CH2:35][CH2:36]O.C(Cl)CCl, predict the reaction product. The product is: [C:1]([N:4]1[C:13]2[C:8](=[CH:9][C:10]([C:14]3[CH:22]=[CH:21][C:17]([C:18]([O:20][CH2:36][CH2:35][CH2:34][N:33]([CH3:38])[CH3:32])=[O:19])=[CH:16][CH:15]=3)=[CH:11][CH:12]=2)[C@H:7]([NH:23][C:24]2[CH:25]=[CH:26][C:27]([Cl:30])=[CH:28][CH:29]=2)[CH2:6][C@@H:5]1[CH3:31])(=[O:3])[CH3:2]. (2) Given the reactants [F:1][C:2]1[CH:7]=[C:6]([F:8])[CH:5]=[C:4]([F:9])[C:3]=1/[CH:10]=[CH:11]/[C:12]([O:14][CH2:15][CH3:16])=[O:13].C(O)=O, predict the reaction product. The product is: [F:1][C:2]1[CH:7]=[C:6]([F:8])[CH:5]=[C:4]([F:9])[C:3]=1[CH2:10][CH2:11][C:12]([O:14][CH2:15][CH3:16])=[O:13]. (3) Given the reactants [C:1]([N:5]([C:26](=[O:35])[C:27]1[CH:32]=[C:31]([CH3:33])[CH:30]=[C:29]([CH3:34])[CH:28]=1)[NH:6][C:7](=[O:25])[C:8]1[CH:13]=[CH:12][C:11]([CH:14]=[O:15])=[C:10]([B:16]2[O:20]C(C)(C)C(C)(C)[O:17]2)[CH:9]=1)([CH3:4])([CH3:3])[CH3:2].I([O-])(=O)(=O)=O.[Na+].Cl, predict the reaction product. The product is: [C:1]([N:5]([C:26](=[O:35])[C:27]1[CH:28]=[C:29]([CH3:34])[CH:30]=[C:31]([CH3:33])[CH:32]=1)[NH:6][C:7]([C:8]1[CH:13]=[CH:12][C:11]([CH:14]=[O:15])=[C:10]([B:16]([OH:20])[OH:17])[CH:9]=1)=[O:25])([CH3:4])([CH3:3])[CH3:2]. (4) Given the reactants Cl[C:2]1[N:10]=[C:9]2[C:5]([N:6]([CH2:21][C@H:22]3[CH2:27][CH2:26][C@H:25]([CH3:28])[CH2:24][CH2:23]3)[C:7]([C:11]3([C:15]4[CH:20]=[CH:19][CH:18]=[CH:17][CH:16]=4)[CH2:14][CH2:13][CH2:12]3)=[N:8]2)=[C:4]([NH:29][C@@H:30]([CH:32]2[CH2:35][CH2:34][CH2:33]2)[CH3:31])[N:3]=1.C[C:37]([N:39](C)C)=O, predict the reaction product. The product is: [CH:32]1([C@H:30]([NH:29][C:4]2[N:3]=[C:2]([C:37]#[N:39])[N:10]=[C:9]3[C:5]=2[N:6]([CH2:21][C@H:22]2[CH2:27][CH2:26][C@H:25]([CH3:28])[CH2:24][CH2:23]2)[C:7]([C:11]2([C:15]4[CH:16]=[CH:17][CH:18]=[CH:19][CH:20]=4)[CH2:12][CH2:13][CH2:14]2)=[N:8]3)[CH3:31])[CH2:35][CH2:34][CH2:33]1. (5) Given the reactants [N:1]1([C:7](=[O:24])[CH2:8][CH:9]([CH2:13][S:14]([CH2:17][C:18]2[CH:23]=[CH:22][CH:21]=[CH:20][CH:19]=2)(=[O:16])=[O:15])[C:10]([OH:12])=O)[CH2:6][CH2:5][O:4][CH2:3][CH2:2]1.Cl.[NH2:26][CH:27]([CH2:37][CH2:38][CH3:39])[CH:28]([C:30]1[O:31][C:32]([CH2:35][CH3:36])=[N:33][N:34]=1)[OH:29].C1C=CC2N(O)N=NC=2C=1.C(Cl)CCl.CN1CCOCC1.CC(OI1(OC(C)=O)(OC(C)=O)OC(=O)C2C=CC=CC1=2)=O.[O-]S([O-])(=S)=O.[Na+].[Na+].C([O-])(O)=O.[Na+], predict the reaction product. The product is: [CH2:35]([C:32]1[O:31][C:30]([C:28]([CH:27]([NH:26][C:10](=[O:12])[CH:9]([CH2:13][S:14]([CH2:17][C:18]2[CH:23]=[CH:22][CH:21]=[CH:20][CH:19]=2)(=[O:16])=[O:15])[CH2:8][C:7]([N:1]2[CH2:2][CH2:3][O:4][CH2:5][CH2:6]2)=[O:24])[CH2:37][CH2:38][CH3:39])=[O:29])=[N:34][N:33]=1)[CH3:36]. (6) Given the reactants [CH2:1]([NH:3][C:4](=[O:6])[O-:5])[CH3:2].[OH:7][C:8]1[CH:9]=[CH:10][C:11]2[CH:12]([CH3:20])[CH:13]3[CH2:17][NH:16][CH2:15][CH:14]3[C:18]=2[CH:19]=1.[F:21][C:22]1[CH:23]=[C:24]([CH:27]=[CH:28][CH:29]=1)[CH2:25]Br, predict the reaction product. The product is: [CH2:1]([NH:3][C:4](=[O:5])[O-:6])[CH3:2].[F:21][C:22]1[CH:23]=[C:24]([CH:27]=[CH:28][CH:29]=1)[CH2:25][O:7][C:8]1[CH:9]=[CH:10][C:11]2[CH:12]([CH3:20])[CH:13]3[CH2:17][NH:16][CH2:15][CH:14]3[C:18]=2[CH:19]=1. (7) Given the reactants [C-]#N.[Na+].[Cl:4][C:5]1[CH:10]=[C:9]([C:11]([OH:13])=[O:12])[CH:8]=[CH:7][C:6]=1[CH2:14][C:15]#[N:16].NC(=N)O, predict the reaction product. The product is: [C:6]([O:12][C:11](=[O:13])[C:9]1[CH:8]=[CH:7][C:6]([CH2:14][C:15]#[N:16])=[C:5]([Cl:4])[CH:10]=1)([CH3:14])([CH3:7])[CH3:5]. (8) Given the reactants [N+:1]([C:4]1[CH:5]=[C:6]([C:13]([C:17]2[CH:22]=[CH:21][CH:20]=[CH:19][N:18]=2)=[CH:14][C:15]#[N:16])[C:7]2[O:11][CH2:10][CH2:9][C:8]=2[CH:12]=1)([O-])=O, predict the reaction product. The product is: [NH2:1][C:4]1[CH:5]=[C:6]([CH:13]([C:17]2[CH:22]=[CH:21][CH:20]=[CH:19][N:18]=2)[CH2:14][C:15]#[N:16])[C:7]2[O:11][CH2:10][CH2:9][C:8]=2[CH:12]=1. (9) Given the reactants C1(CN2C(=O)C(CO)=CC(C3C=CC4OCCC=4C=3)=N2)CC1.[C:23]([C:26]1[C:27](=[O:49])[N:28]([CH2:41][C:42]2[CH:47]=[CH:46][C:45]([F:48])=[CH:44][CH:43]=2)[N:29]=[C:30]([C:32]2[CH:33]=[CH:34][C:35]3[O:39][CH2:38][CH2:37][C:36]=3[CH:40]=2)[CH:31]=1)(O)=[O:24], predict the reaction product. The product is: [F:48][C:45]1[CH:44]=[CH:43][C:42]([CH2:41][N:28]2[C:27](=[O:49])[C:26]([CH2:23][OH:24])=[CH:31][C:30]([C:32]3[CH:33]=[CH:34][C:35]4[O:39][CH2:38][CH2:37][C:36]=4[CH:40]=3)=[N:29]2)=[CH:47][CH:46]=1. (10) Given the reactants [CH3:1][N:2]1[C:6]2[CH:7]=[CH:8][CH:9]=[CH:10][C:5]=2[N:4]=[C:3]1[CH2:11]O.S(Cl)([Cl:15])=O, predict the reaction product. The product is: [Cl:15][CH2:11][C:3]1[N:2]([CH3:1])[C:6]2[CH:7]=[CH:8][CH:9]=[CH:10][C:5]=2[N:4]=1.